Dataset: Peptide-MHC class I binding affinity with 185,985 pairs from IEDB/IMGT. Task: Regression. Given a peptide amino acid sequence and an MHC pseudo amino acid sequence, predict their binding affinity value. This is MHC class I binding data. (1) The peptide sequence is EIRHRSGIQ. The MHC is HLA-A69:01 with pseudo-sequence HLA-A69:01. The binding affinity (normalized) is 0.0847. (2) The peptide sequence is KAKQLCYCPA. The MHC is Mamu-B01 with pseudo-sequence Mamu-B01. The binding affinity (normalized) is 0. (3) The peptide sequence is ILYKRETTR. The MHC is HLA-A02:03 with pseudo-sequence HLA-A02:03. The binding affinity (normalized) is 0.177. (4) The peptide sequence is KSYEHQTPF. The MHC is HLA-A03:01 with pseudo-sequence HLA-A03:01. The binding affinity (normalized) is 0.670.